This data is from Peptide-MHC class II binding affinity with 134,281 pairs from IEDB. The task is: Regression. Given a peptide amino acid sequence and an MHC pseudo amino acid sequence, predict their binding affinity value. This is MHC class II binding data. (1) The peptide sequence is NGNATPQLTKNAGVL. The MHC is DRB1_0701 with pseudo-sequence DRB1_0701. The binding affinity (normalized) is 0.402. (2) The peptide sequence is DINVGFKAAVAAAAG. The MHC is DRB3_0101 with pseudo-sequence DRB3_0101. The binding affinity (normalized) is 0.254. (3) The peptide sequence is QGEPGRVIRGKKGAG. The MHC is HLA-DPA10103-DPB10401 with pseudo-sequence HLA-DPA10103-DPB10401. The binding affinity (normalized) is 0.0368. (4) The peptide sequence is TPFPHRKGVLFNIQY. The MHC is DRB1_1602 with pseudo-sequence DRB1_1602. The binding affinity (normalized) is 0.220. (5) The peptide sequence is ILTVSVAVSEGKPTE. The MHC is HLA-DPA10201-DPB10501 with pseudo-sequence HLA-DPA10201-DPB10501. The binding affinity (normalized) is 0. (6) The peptide sequence is TSSSQSLISSPMSKK. The MHC is H-2-IAb with pseudo-sequence H-2-IAb. The binding affinity (normalized) is 0.189. (7) The peptide sequence is IHSLRRLYPSVFEKH. The MHC is DRB1_0301 with pseudo-sequence DRB1_0301. The binding affinity (normalized) is 0.376.